Task: Predict the reactants needed to synthesize the given product.. Dataset: Full USPTO retrosynthesis dataset with 1.9M reactions from patents (1976-2016) The reactants are: [C:1]([C:3]1[CH:8]=[CH:7][C:6]([CH2:9][CH2:10][N:11]2[C:19](=[O:20])[CH:18]3[CH:13]([CH2:14][CH:15]=[CH:16][CH:17]3[NH:21]C(=O)OC(C)(C)C)[C:12]2=[O:29])=[CH:5][CH:4]=1)#[N:2].FC(F)(F)C(O)=O. Given the product [NH2:21][CH:17]1[CH:16]=[CH:15][CH2:14][CH:13]2[CH:18]1[C:19](=[O:20])[N:11]([CH2:10][CH2:9][C:6]1[CH:5]=[CH:4][C:3]([C:1]#[N:2])=[CH:8][CH:7]=1)[C:12]2=[O:29], predict the reactants needed to synthesize it.